From a dataset of Full USPTO retrosynthesis dataset with 1.9M reactions from patents (1976-2016). Predict the reactants needed to synthesize the given product. (1) Given the product [CH3:39][C:34]1[C:33]([C:20]2[C:21]3[O:26][CH2:25][C@H:24]([C:27]4[CH:32]=[CH:31][CH:30]=[CH:29][N:28]=4)[N:23]4[C:15]([N:8]5[CH2:14][CH2:13][CH2:12][N:11]([S:41]([CH3:40])(=[O:43])=[O:42])[CH2:10][CH2:9]5)=[N:16][C:17]([C:22]=34)=[CH:18][CH:19]=2)=[C:37]([CH3:38])[O:36][N:35]=1, predict the reactants needed to synthesize it. The reactants are: C(N(CC)CC)C.[N:8]1([C:15]2[N:23]3[C@@H:24]([C:27]4[CH:32]=[CH:31][CH:30]=[CH:29][N:28]=4)[CH2:25][O:26][C:21]4=[C:22]3[C:17](=[CH:18][CH:19]=[C:20]4[C:33]3[C:34]([CH3:39])=[N:35][O:36][C:37]=3[CH3:38])[N:16]=2)[CH2:14][CH2:13][CH2:12][NH:11][CH2:10][CH2:9]1.[CH3:40][S:41](Cl)(=[O:43])=[O:42]. (2) The reactants are: [C:1]([NH:4][C:5]1[CH:10]=[CH:9][C:8]([C:11]2[C:20]3[C:15](=[CH:16][CH:17]=[C:18]([S:21][CH3:22])[CH:19]=3)[CH:14]([CH3:23])[NH:13][N:12]=2)=[CH:7][CH:6]=1)(=[O:3])[CH3:2].[CH2:24]([N:26]=[C:27]=[O:28])[CH3:25]. Given the product [C:1]([NH:4][C:5]1[CH:6]=[CH:7][C:8]([C:11]2[C:20]3[C:15](=[CH:16][CH:17]=[C:18]([S:21][CH3:22])[CH:19]=3)[CH:14]([CH3:23])[N:13]([C:27](=[O:28])[NH:26][CH2:24][CH3:25])[N:12]=2)=[CH:9][CH:10]=1)(=[O:3])[CH3:2], predict the reactants needed to synthesize it. (3) Given the product [CH3:29][N:28]([CH3:30])[C:26](=[O:27])[CH2:25][N:7]1[C:8]2[CH:9]=[CH:10][CH:11]=[CH:12][C:13]=2[C:14]2[CH2:1][CH2:2][N:3]([C:15]([O:17][C:18]([CH3:21])([CH3:20])[CH3:19])=[O:16])[CH2:4][CH2:5][C:6]1=2, predict the reactants needed to synthesize it. The reactants are: [CH2:1]1[C:14]2[C:13]3[CH:12]=[CH:11][CH:10]=[CH:9][C:8]=3[NH:7][C:6]=2[CH2:5][CH2:4][N:3]([C:15]([O:17][C:18]([CH3:21])([CH3:20])[CH3:19])=[O:16])[CH2:2]1.[H-].[Na+].Cl[CH2:25][C:26]([N:28]([CH3:30])[CH3:29])=[O:27].CCOC(C)=O. (4) Given the product [Cl:1][S:2]([CH2:11][C:12]([O:13][CH3:14])=[O:10])(=[O:4])=[O:3], predict the reactants needed to synthesize it. The reactants are: [Cl:1][S:2](CC(Cl)=O)(=[O:4])=[O:3].C[OH:10].[CH3:11][CH2:12][O:13][CH2:14]C. (5) Given the product [CH3:1][N:2]([C:4]1[CH:9]=[CH:8][CH:7]=[CH:6][CH:5]=1)[N:3]=[CH:13][C:12]1[CH:15]=[CH:16][C:17]([OH:19])=[CH:18][C:11]=1[OH:10], predict the reactants needed to synthesize it. The reactants are: [CH3:1][N:2]([C:4]1[CH:9]=[CH:8][CH:7]=[CH:6][CH:5]=1)[NH2:3].[OH:10][C:11]1[CH:18]=[C:17]([OH:19])[CH:16]=[CH:15][C:12]=1[CH:13]=O.